This data is from Reaction yield outcomes from USPTO patents with 853,638 reactions. The task is: Predict the reaction yield, written as a fraction of the theoretical maximum amount of product (1.0 means a 100% yield; for example, 0.34 means a 34% yield). (1) The reactants are [Cl:1][C:2]1[CH:3]=[C:4]([C@:9]2([C:17]([F:20])([F:19])[F:18])[CH2:13][C:12](=O)[N:11]([CH3:15])[C:10]2=O)[CH:5]=[C:6]([Cl:8])[CH:7]=1.B(F)(F)F.Cl. The catalyst is C1COCC1. The product is [Cl:8][C:6]1[CH:5]=[C:4]([C@:9]2([C:17]([F:20])([F:19])[F:18])[CH2:13][CH2:12][N:11]([CH3:15])[CH2:10]2)[CH:3]=[C:2]([Cl:1])[CH:7]=1. The yield is 0.210. (2) The reactants are [CH3:1][O:2][C:3]1[CH:12]=[C:11]([O:13][CH3:14])[C:10](Br)=[C:9](/[CH:16]=[CH:17]/[C:18]2[CH:23]=[CH:22][CH:21]=[CH:20][CH:19]=2)[C:4]=1[C:5]([O:7][CH3:8])=[O:6].C1C=CC(P(C2C=CC=CC=2)C2C=CC=CC=2)=CC=1.[CH2:43]([Sn]([CH2:43][CH2:44][C:45]([CH3:47])=[CH2:46])[CH2:43][CH2:44][C:45]([CH3:47])=[CH2:46])[CH2:44][C:45]([CH3:47])=[CH2:46]. The catalyst is CN(C=O)C.CC([O-])=O.CC([O-])=O.[Pd+2]. The product is [CH3:1][O:2][C:3]1[CH:12]=[C:11]([O:13][CH3:14])[C:10]([CH2:43][CH2:44][C:45]([CH3:47])=[CH2:46])=[C:9](/[CH:16]=[CH:17]/[C:18]2[CH:23]=[CH:22][CH:21]=[CH:20][CH:19]=2)[C:4]=1[C:5]([O:7][CH3:8])=[O:6]. The yield is 0.800. (3) The reactants are [CH3:1][C:2]1[N:6]2[CH:7]=[CH:8][CH:9]=[C:10]([CH3:11])[C:5]2=[N:4][C:3]=1[NH:12][C:13](=[O:19])[O:14][C:15]([CH3:18])([CH3:17])[CH3:16].[H-].[Na+].Cl[S:23]([C:26]1[CH:35]=[CH:34][C:29]([C:30]([O:32][CH3:33])=[O:31])=[CH:28][CH:27]=1)(=[O:25])=[O:24]. The catalyst is CN(C=O)C.CCOC(C)=O. The product is [C:15]([O:14][C:13]([N:12]([C:3]1[N:4]=[C:5]2[C:10]([CH3:11])=[CH:9][CH:8]=[CH:7][N:6]2[C:2]=1[CH3:1])[S:23]([C:26]1[CH:27]=[CH:28][C:29]([C:30]([O:32][CH3:33])=[O:31])=[CH:34][CH:35]=1)(=[O:25])=[O:24])=[O:19])([CH3:16])([CH3:18])[CH3:17]. The yield is 0.490. (4) The reactants are [C@]12(C)C(C)(C)C(CC1)CC2C([O:12][C@H:13]([C:18]1[CH:23]=[C:22]([O:24][CH3:25])[C:21]([I:26])=[CH:20][C:19]=1[N+:27]([O-:29])=[O:28])[C:14]([CH3:17])([CH3:16])[CH3:15])=O.C([O-])([O-])=O.[K+].[K+]. The catalyst is CO. The product is [I:26][C:21]1[C:22]([O:24][CH3:25])=[CH:23][C:18]([C@@H:13]([OH:12])[C:14]([CH3:17])([CH3:16])[CH3:15])=[C:19]([N+:27]([O-:29])=[O:28])[CH:20]=1. The yield is 0.980. (5) The reactants are [CH2:1]1[C:4]2([CH2:8][CH:7]([C:9]([O:11][CH2:12][CH3:13])=[O:10])[NH:6][CH2:5]2)[CH2:3][N:2]1[C:14]([O:16][C:17]([CH3:20])([CH3:19])[CH3:18])=[O:15].CN(C(ON1N=NC2C=CC=NC1=2)=[N+](C)C)C.F[P-](F)(F)(F)(F)F.[CH3:45][O:46][C:47]([NH:49][C@H:50]([C:54](O)=[O:55])[CH:51]([CH3:53])[CH3:52])=[O:48].CCN(C(C)C)C(C)C. The catalyst is C(Cl)Cl. The product is [CH3:45][O:46][C:47]([NH:49][C@H:50]([C:54]([N:6]1[CH:7]([C:9]([O:11][CH2:12][CH3:13])=[O:10])[CH2:8][C:4]2([CH2:3][N:2]([C:14]([O:16][C:17]([CH3:19])([CH3:18])[CH3:20])=[O:15])[CH2:1]2)[CH2:5]1)=[O:55])[CH:51]([CH3:52])[CH3:53])=[O:48]. The yield is 0.510.